Task: Regression. Given two drug SMILES strings and cell line genomic features, predict the synergy score measuring deviation from expected non-interaction effect.. Dataset: NCI-60 drug combinations with 297,098 pairs across 59 cell lines (1) Drug 1: C1=NNC2=C1C(=O)NC=N2. Drug 2: CCN(CC)CCCC(C)NC1=C2C=C(C=CC2=NC3=C1C=CC(=C3)Cl)OC. Cell line: HL-60(TB). Synergy scores: CSS=15.1, Synergy_ZIP=-0.599, Synergy_Bliss=5.05, Synergy_Loewe=6.62, Synergy_HSA=6.94. (2) Drug 1: C1CN1P(=S)(N2CC2)N3CC3. Drug 2: CC=C1C(=O)NC(C(=O)OC2CC(=O)NC(C(=O)NC(CSSCCC=C2)C(=O)N1)C(C)C)C(C)C. Cell line: SK-MEL-5. Synergy scores: CSS=64.2, Synergy_ZIP=0.882, Synergy_Bliss=4.55, Synergy_Loewe=-16.2, Synergy_HSA=4.57. (3) Drug 1: COC1=C(C=C2C(=C1)N=CN=C2NC3=CC(=C(C=C3)F)Cl)OCCCN4CCOCC4. Drug 2: C1=CC(=CC=C1CCC2=CNC3=C2C(=O)NC(=N3)N)C(=O)NC(CCC(=O)O)C(=O)O. Cell line: HCT-15. Synergy scores: CSS=61.7, Synergy_ZIP=-3.68, Synergy_Bliss=-2.63, Synergy_Loewe=-0.245, Synergy_HSA=2.70. (4) Synergy scores: CSS=2.00, Synergy_ZIP=-1.50, Synergy_Bliss=-1.04, Synergy_Loewe=-0.765, Synergy_HSA=-0.523. Cell line: RXF 393. Drug 2: B(C(CC(C)C)NC(=O)C(CC1=CC=CC=C1)NC(=O)C2=NC=CN=C2)(O)O. Drug 1: CNC(=O)C1=CC=CC=C1SC2=CC3=C(C=C2)C(=NN3)C=CC4=CC=CC=N4.